Dataset: Reaction yield outcomes from USPTO patents with 853,638 reactions. Task: Predict the reaction yield, written as a fraction of the theoretical maximum amount of product (1.0 means a 100% yield; for example, 0.34 means a 34% yield). (1) The reactants are [F:1][C:2]1[CH:3]=[CH:4][C:5]([C:8]([OH:16])([C:10]#[C:11][Si](C)(C)C)[CH3:9])=[N:6][CH:7]=1.[F-].[K+]. The catalyst is CO.C(OCC)(=O)C. The product is [F:1][C:2]1[CH:3]=[CH:4][C:5]([C:8]([OH:16])([C:10]#[CH:11])[CH3:9])=[N:6][CH:7]=1. The yield is 0.860. (2) The reactants are [CH3:1][C:2]1[C:3]([N+:16]([O-:18])=[O:17])=[C:4]([C:10]([N+:13]([O-:15])=[O:14])=[CH:11][CH:12]=1)[C:5]([O:7][CH2:8][CH3:9])=[O:6].C[C:20]([N:22]([CH3:24])[CH3:23])=O. The catalyst is CN(C=O)C. The product is [CH3:20][N:22]([CH3:24])/[CH:23]=[CH:1]/[C:2]1[C:3]([N+:16]([O-:18])=[O:17])=[C:4]([C:10]([N+:13]([O-:15])=[O:14])=[CH:11][CH:12]=1)[C:5]([O:7][CH2:8][CH3:9])=[O:6]. The yield is 0.580. (3) The product is [CH3:26][O:27][C:2]1[C:3]([N+:12]([O-:14])=[O:13])=[C:4]([CH:8]=[CH:9][C:10]=1[CH3:11])[C:5]([O:7][CH3:15])=[O:6]. The yield is 0.947. The reactants are O[C:2]1[C:3]([N+:12]([O-:14])=[O:13])=[C:4]([CH:8]=[CH:9][C:10]=1[CH3:11])[C:5]([OH:7])=[O:6].[C:15]([O-])([O-])=O.[K+].[K+].CI.C(Cl)Cl.[CH3:26][OH:27]. The catalyst is CN(C=O)C.O. (4) The reactants are C(OC(=O)[NH:7][CH:8]1[CH2:13][CH2:12][N:11]([S:14]([C:17]2[CH:22]=[CH:21][C:20]([N+:23]([O-:25])=[O:24])=[CH:19][CH:18]=2)(=[O:16])=[O:15])[CH2:10][CH2:9]1)(C)(C)C.Cl. The catalyst is O1CCOCC1. The product is [N+:23]([C:20]1[CH:19]=[CH:18][C:17]([S:14]([N:11]2[CH2:10][CH2:9][CH:8]([NH2:7])[CH2:13][CH2:12]2)(=[O:15])=[O:16])=[CH:22][CH:21]=1)([O-:25])=[O:24]. The yield is 0.860.